Dataset: Reaction yield outcomes from USPTO patents with 853,638 reactions. Task: Predict the reaction yield, written as a fraction of the theoretical maximum amount of product (1.0 means a 100% yield; for example, 0.34 means a 34% yield). The reactants are [CH3:1][CH2:2][C@H:3]1[O:18][C:16](=[O:17])[C@H:15]([CH3:19])[C@@H:14]([O:20][C@@H:21]2[O:26][C@@H:25]([CH3:27])[C@H:24]([OH:28])[C@@:23]([O:30][CH3:31])([CH3:29])[CH2:22]2)[C@H:13]([CH3:32])[C@@H:12]([O:33][C@@H:34]2[O:39][C@H:38]([CH3:40])[CH2:37][C@H:36]([N:41]([CH3:43])[CH3:42])[C@H:35]2[OH:44])[C@@:11]([OH:46])([CH3:45])[CH2:10][C@@H:9]([CH3:47])[C:7](=[O:8])[C@H:6]([CH3:48])[C@@H:5]([OH:49])[C@@:4]1([OH:51])[CH3:50].[BH4-].[Na+]. The catalyst is C1COCC1. The product is [CH3:1][CH2:2][C@H:3]1[O:18][C:16](=[O:17])[C@H:15]([CH3:19])[C@@H:14]([O:20][C@@H:21]2[O:26][C@@H:25]([CH3:27])[C@H:24]([OH:28])[C@@:23]([O:30][CH3:31])([CH3:29])[CH2:22]2)[C@H:13]([CH3:32])[C@@H:12]([O:33][C@@H:34]2[O:39][C@H:38]([CH3:40])[CH2:37][C@H:36]([N:41]([CH3:42])[CH3:43])[C@H:35]2[OH:44])[C@@:11]([OH:46])([CH3:45])[CH2:10][C@@H:9]([CH3:47])[C@H:7]([OH:8])[C@H:6]([CH3:48])[C@@H:5]([OH:49])[C@@:4]1([OH:51])[CH3:50]. The yield is 0.580.